Task: Binary Classification. Given a T-cell receptor sequence (or CDR3 region) and an epitope sequence, predict whether binding occurs between them.. Dataset: TCR-epitope binding with 47,182 pairs between 192 epitopes and 23,139 TCRs Result: 0 (the TCR does not bind to the epitope). The TCR CDR3 sequence is CASSLAGANTEAFF. The epitope is KPLEFGATSAAL.